This data is from Choline transporter screen with 302,306 compounds. The task is: Binary Classification. Given a drug SMILES string, predict its activity (active/inactive) in a high-throughput screening assay against a specified biological target. (1) The result is 0 (inactive). The compound is S(=O)(=O)(/N=C(\N(CC)CC)c1ccccc1)c1ccc(F)cc1. (2) The compound is Clc1c(n2c(n[nH]c2=S)c2occc2)cccc1. The result is 0 (inactive). (3) The drug is O=C(N1CCN(CC1)Cc1cc2OCOc2cc1)CCn1c(=O)c2c3c(c1=O)cccc3ccc2. The result is 0 (inactive). (4) The compound is Clc1cc(C(=O)Nc2cc3C(=O)N(CC4OCCC4)C(=O)c3cc2)ccc1Cl. The result is 0 (inactive).